Predict the reaction yield, written as a fraction of the theoretical maximum amount of product (1.0 means a 100% yield; for example, 0.34 means a 34% yield). From a dataset of Reaction yield outcomes from USPTO patents with 853,638 reactions. (1) The reactants are Cl[C:2]1[CH:7]=[CH:6][C:5]([CH2:8][C:9](O)=O)=[CH:4][CH:3]=1.C1N=CN(C(N2C=NC=C2)=O)C=1.CC(C1C=CC(F)=CC=1O)=O.[C:35](=O)([O-:37])[O-:36].[K+].[K+]. The catalyst is CN(C=O)C.CN(C1C=CN=CC=1)C.O. The product is [O:37]1[C:6]2[CH:7]=[CH:2][CH:3]=[CH:4][C:5]=2[CH:8]=[CH:9][C:35]1=[O:36]. The yield is 0.380. (2) The reactants are [NH2:1][C@H:2]1[CH2:7][CH2:6][N:5]([C:8]2[O:9][C:10]([CH3:20])=[C:11]([C:13]([O:15][CH2:16][CH2:17][CH2:18][CH3:19])=[O:14])[N:12]=2)[CH2:4][C@H:3]1[O:21][CH2:22][CH3:23].[Cl:24][C:25]1[N:26]=[C:27]([C:32](O)=[O:33])[NH:28][C:29]=1[CH2:30][CH3:31].CCN=C=NCCCN(C)C.Cl.C1C=CC2N(O)N=NC=2C=1. The catalyst is CC(N(C)C)=O.ClCCl. The product is [Cl:24][C:25]1[N:26]=[C:27]([C:32]([NH:1][C@H:2]2[CH2:7][CH2:6][N:5]([C:8]3[O:9][C:10]([CH3:20])=[C:11]([C:13]([O:15][CH2:16][CH2:17][CH2:18][CH3:19])=[O:14])[N:12]=3)[CH2:4][C@H:3]2[O:21][CH2:22][CH3:23])=[O:33])[NH:28][C:29]=1[CH2:30][CH3:31]. The yield is 0.440. (3) The reactants are [OH:1][C@H:2]1[CH2:7][C@H:6]([CH3:8])[CH2:5][CH2:4][C@H:3]1[C:9]([OH:11])=[O:10].N1C=CC=CC=1.[C:18](OC(=O)C)(=[O:20])[CH3:19]. The catalyst is ClCCl. The product is [C:18]([O:1][C@H:2]1[CH2:7][C@H:6]([CH3:8])[CH2:5][CH2:4][C@H:3]1[C:9]([OH:11])=[O:10])(=[O:20])[CH3:19]. The yield is 0.530. (4) The reactants are [Cl:1][C:2]1[C:24]([C:25]([F:28])([F:27])[F:26])=[CH:23][CH:22]=[CH:21][C:3]=1[C:4]([NH:6][CH:7]([C:14]1([NH:19][CH3:20])[CH2:18][CH2:17][CH2:16][CH2:15]1)[C:8]1[CH:13]=[CH:12][CH:11]=[CH:10][CH:9]=1)=[O:5].[Si:29]([O:36][CH2:37][CH:38]=O)([C:32]([CH3:35])([CH3:34])[CH3:33])([CH3:31])[CH3:30].C(O[BH-](OC(=O)C)OC(=O)C)(=O)C.[Na+]. The catalyst is C(Cl)Cl. The product is [Cl:1][C:2]1[C:24]([C:25]([F:26])([F:27])[F:28])=[CH:23][CH:22]=[CH:21][C:3]=1[C:4]([NH:6][CH:7]([C:14]1([N:19]([CH2:38][CH2:37][O:36][Si:29]([C:32]([CH3:35])([CH3:34])[CH3:33])([CH3:31])[CH3:30])[CH3:20])[CH2:18][CH2:17][CH2:16][CH2:15]1)[C:8]1[CH:9]=[CH:10][CH:11]=[CH:12][CH:13]=1)=[O:5]. The yield is 0.990. (5) The reactants are [H-].[Na+].[C:3]1([CH:9]([CH3:14])[CH2:10][C:11](=[O:13])[CH3:12])[CH:8]=[CH:7][CH:6]=[CH:5][CH:4]=1.[CH2:15]([O:17][C:18](=[O:24])[C:19](OCC)=[O:20])[CH3:16].CC[O-].[Na+]. The catalyst is CCO. The product is [CH2:15]([O:17][C:18](=[O:24])[C:19](=[O:20])[CH2:12][C:11](=[O:13])[CH2:10][CH:9]([C:3]1[CH:8]=[CH:7][CH:6]=[CH:5][CH:4]=1)[CH3:14])[CH3:16]. The yield is 0.426.